This data is from Catalyst prediction with 721,799 reactions and 888 catalyst types from USPTO. The task is: Predict which catalyst facilitates the given reaction. (1) Reactant: CN(C)CCCN=C=NCC.[ClH:12].Cl.Cl.[CH3:15][C:16]1[CH:17]=[C:18]([CH:38]=[CH:39][C:40]=1[CH3:41])[CH2:19][C@H:20]1[NH:25][CH2:24][CH2:23][N:22]([CH2:26][C:27]#[C:28][CH2:29][N:30]2[CH2:35][CH2:34][O:33][CH2:32][C:31]2([CH3:37])[CH3:36])[CH2:21]1.[F:42][C:43]([F:58])([F:57])[C:44]1[CH:45]=[C:46]([CH:50]=[C:51]([C:53]([F:56])([F:55])[F:54])[CH:52]=1)[C:47](O)=[O:48].ON1C2C=CC=CC=2N=N1. Product: [ClH:12].[ClH:12].[F:42][C:43]([F:57])([F:58])[C:44]1[CH:45]=[C:46]([CH:50]=[C:51]([C:53]([F:56])([F:54])[F:55])[CH:52]=1)[C:47]([N:25]1[CH2:24][CH2:23][N:22]([CH2:26][C:27]#[C:28][CH2:29][N:30]2[CH2:35][CH2:34][O:33][CH2:32][C:31]2([CH3:37])[CH3:36])[CH2:21][C@H:20]1[CH2:19][C:18]1[CH:38]=[CH:39][C:40]([CH3:41])=[C:16]([CH3:15])[CH:17]=1)=[O:48]. The catalyst class is: 236. (2) Reactant: O[CH2:2][CH2:3][N:4]([CH:35]1[CH2:40][CH2:39][O:38][CH2:37][CH2:36]1)[C:5]([C:7]1[C:12]([O:13][CH2:14][C:15]2[CH:20]=[CH:19][CH:18]=[CH:17][CH:16]=2)=[C:11]([OH:21])[N:10]=[C:9]([CH2:22][C:23]2([C:28]3[CH:33]=[CH:32][C:31]([Cl:34])=[CH:30][CH:29]=3)[CH2:27][CH2:26][CH2:25][CH2:24]2)[N:8]=1)=[O:6].C1(P(C2C=CC=CC=2)C2C=CC=CC=2)C=CC=CC=1.N(C(OC(C)C)=O)=NC(OC(C)C)=O.C(OCC)(=O)C. Product: [CH2:14]([O:13][C:12]1[C:11](=[O:21])[N:10]=[C:9]([CH2:22][C:23]2([C:28]3[CH:33]=[CH:32][C:31]([Cl:34])=[CH:30][CH:29]=3)[CH2:27][CH2:26][CH2:25][CH2:24]2)[N:8]2[CH2:2][CH2:3][N:4]([CH:35]3[CH2:40][CH2:39][O:38][CH2:37][CH2:36]3)[C:5](=[O:6])[C:7]=12)[C:15]1[CH:20]=[CH:19][CH:18]=[CH:17][CH:16]=1. The catalyst class is: 665. (3) Reactant: [Cl:1][C:2]1[CH:8]=[C:7]([O:9][C:10]2[C:19]3[C:14](=[CH:15][C:16]([O:22][CH3:23])=[C:17]([O:20][CH3:21])[CH:18]=3)[N:13]=[CH:12][CH:11]=2)[CH:6]=[CH:5][C:3]=1[NH2:4].ClC(Cl)(O[C:28](=[O:34])OC(Cl)(Cl)Cl)Cl.[CH2:36]([NH2:39])[CH2:37][CH3:38].C(=O)([O-])O.[Na+]. Product: [Cl:1][C:2]1[CH:8]=[C:7]([O:9][C:10]2[C:19]3[C:14](=[CH:15][C:16]([O:22][CH3:23])=[C:17]([O:20][CH3:21])[CH:18]=3)[N:13]=[CH:12][CH:11]=2)[CH:6]=[CH:5][C:3]=1[NH:4][C:28]([NH:39][CH2:36][CH2:37][CH3:38])=[O:34]. The catalyst class is: 542. (4) Reactant: Cl[CH2:2][C:3]1[N:7]([C:8]2[CH:15]=[CH:14][C:11]([C:12]#[N:13])=[C:10]([C:16]([F:19])([F:18])[F:17])[CH:9]=2)[N:6]=[N:5][N:4]=1.C(N(CC)CC)C.[N:27]1([C:33]([O:35][C:36]([CH3:39])([CH3:38])[CH3:37])=[O:34])[CH2:32][CH2:31][NH:30][CH2:29][CH2:28]1. Product: [C:12]([C:11]1[CH:14]=[CH:15][C:8]([N:7]2[C:3]([CH2:2][N:30]3[CH2:29][CH2:28][N:27]([C:33]([O:35][C:36]([CH3:39])([CH3:38])[CH3:37])=[O:34])[CH2:32][CH2:31]3)=[N:4][N:5]=[N:6]2)=[CH:9][C:10]=1[C:16]([F:19])([F:18])[F:17])#[N:13]. The catalyst class is: 10. (5) Reactant: C(OC([N:8]1[CH2:14][CH2:13][CH2:12][N:11]([C:15](=[O:26])[C:16]2[CH:21]=[CH:20][C:19]([C:22]([F:25])([F:24])[F:23])=[CH:18][CH:17]=2)[CH2:10][CH2:9]1)=O)(C)(C)C.[ClH:27]. Product: [ClH:27].[N:11]1([C:15]([C:16]2[CH:17]=[CH:18][C:19]([C:22]([F:24])([F:23])[F:25])=[CH:20][CH:21]=2)=[O:26])[CH2:12][CH2:13][CH2:14][NH:8][CH2:9][CH2:10]1. The catalyst class is: 269. (6) Reactant: [CH:1]1([CH2:4][C:5]([NH:7][NH:8][C:9]2[N:10]=[N:11][CH:12]=[C:13]([N:19]3[CH2:24][CH2:23][CH:22]([C:25]4[CH:30]=[CH:29][CH:28]=[CH:27][CH:26]=4)[CH2:21][CH2:20]3)[C:14]=2[C:15]([F:18])([F:17])[F:16])=O)[CH2:3][CH2:2]1.C1(P(C2C=CC=CC=2)C2C=CC=CC=2)C=CC=CC=1.N([Si](C)(C)C)=[N+]=[N-].CCOC(/N=N/C(OCC)=O)=O.C1(C)C=CC=CC=1. Product: [CH:1]1([CH2:4][C:5]2[N:10]3[N:11]=[CH:12][C:13]([N:19]4[CH2:24][CH2:23][CH:22]([C:25]5[CH:30]=[CH:29][CH:28]=[CH:27][CH:26]=5)[CH2:21][CH2:20]4)=[C:14]([C:15]([F:18])([F:17])[F:16])[C:9]3=[N:8][N:7]=2)[CH2:3][CH2:2]1. The catalyst class is: 2.